From a dataset of Reaction yield outcomes from USPTO patents with 853,638 reactions. Predict the reaction yield, written as a fraction of the theoretical maximum amount of product (1.0 means a 100% yield; for example, 0.34 means a 34% yield). The reactants are Cl[C:2]1[N:3]=[N:4][CH:5]=[CH:6][C:7]=1[C:8]([F:11])([F:10])[F:9].[NH4+:12].[OH-]. The catalyst is COCCOC. The product is [F:9][C:8]([F:11])([F:10])[C:7]1[CH:6]=[CH:5][N:4]=[N:3][C:2]=1[NH2:12]. The yield is 0.360.